This data is from Reaction yield outcomes from USPTO patents with 853,638 reactions. The task is: Predict the reaction yield, written as a fraction of the theoretical maximum amount of product (1.0 means a 100% yield; for example, 0.34 means a 34% yield). (1) The reactants are [C:9](O[C:9]([O:11][C:12]([CH3:15])([CH3:14])[CH3:13])=[O:10])([O:11][C:12]([CH3:15])([CH3:14])[CH3:13])=[O:10].C(=O)([O-])O.[Na+].Cl.[NH2:22][C@@H:23]([CH2:28][C:29]1[CH:34]=[CH:33][CH:32]=[CH:31][CH:30]=1)[C:24](=[O:27])[CH2:25][Cl:26]. The catalyst is CO. The product is [C:12]([O:11][C:9]([NH:22][C@@H:23]([CH2:28][C:29]1[CH:34]=[CH:33][CH:32]=[CH:31][CH:30]=1)[C:24](=[O:27])[CH2:25][Cl:26])=[O:10])([CH3:13])([CH3:14])[CH3:15]. The yield is 0.700. (2) The reactants are [OH:1][CH:2]1[CH2:7][CH2:6][C:5]([NH:9][C:10](=[O:16])[O:11][C:12]([CH3:15])([CH3:14])[CH3:13])([CH3:8])[CH2:4][CH2:3]1.[H-].[Na+].[Si:19]([O:26][CH2:27][C@H:28]1[CH2:39][CH2:38][C:37]2[S:36][C:35]3[N:34]=[CH:33][N:32]=[C:31](Cl)[C:30]=3[C:29]1=2)([C:22]([CH3:25])([CH3:24])[CH3:23])([CH3:21])[CH3:20]. The catalyst is C1COCC1. The product is [Si:19]([O:26][CH2:27][C@H:28]1[CH2:39][CH2:38][C:37]2[S:36][C:35]3[N:34]=[CH:33][N:32]=[C:31]([O:1][CH:2]4[CH2:7][CH2:6][C:5]([NH:9][C:10](=[O:16])[O:11][C:12]([CH3:15])([CH3:14])[CH3:13])([CH3:8])[CH2:4][CH2:3]4)[C:30]=3[C:29]1=2)([C:22]([CH3:25])([CH3:23])[CH3:24])([CH3:21])[CH3:20]. The yield is 0.720. (3) The yield is 0.920. The catalyst is N1C=CC=CC=1. The reactants are [F:1][C:2]1[C:3]([OH:28])=[C:4]([NH:19][N:20]=[C:21]([CH3:27])[C:22]([O:24][CH2:25][CH3:26])=[O:23])[CH:5]=[CH:6][C:7]=1[O:8][C:9]1[CH:10]=[N:11][C:12]([S:15]([CH3:18])(=[O:17])=[O:16])=[CH:13][CH:14]=1.[CH3:29][S:30](Cl)(=[O:32])=[O:31]. The product is [F:1][C:2]1[C:3]([O:28][S:30]([CH3:29])(=[O:32])=[O:31])=[C:4]([NH:19][N:20]=[C:21]([CH3:27])[C:22]([O:24][CH2:25][CH3:26])=[O:23])[CH:5]=[CH:6][C:7]=1[O:8][C:9]1[CH:10]=[N:11][C:12]([S:15]([CH3:18])(=[O:16])=[O:17])=[CH:13][CH:14]=1. (4) The reactants are [C:1]([O:5][C:6]([NH:8][C@@H:9]([CH3:40])[C@@H:10]([C:34]1[CH:39]=[CH:38][CH:37]=[CH:36][CH:35]=1)[O:11][C:12]1[CH:13]=[C:14]2[C:18](=[CH:19][CH:20]=1)[N:17]([C:21]1[CH:22]=[C:23]([CH:31]=[CH:32][CH:33]=1)[C:24]([O:26]CC(C)C)=[O:25])[N:16]=[CH:15]2)=[O:7])([CH3:4])([CH3:3])[CH3:2].[OH-].[Na+]. The catalyst is O1CCOCC1.O.C(#N)C.O. The product is [C:1]([O:5][C:6]([NH:8][C@@H:9]([CH3:40])[C@H:10]([O:11][C:12]1[CH:13]=[C:14]2[C:18](=[CH:19][CH:20]=1)[N:17]([C:21]1[CH:22]=[C:23]([CH:31]=[CH:32][CH:33]=1)[C:24]([OH:26])=[O:25])[N:16]=[CH:15]2)[C:34]1[CH:35]=[CH:36][CH:37]=[CH:38][CH:39]=1)=[O:7])([CH3:4])([CH3:2])[CH3:3]. The yield is 0.890. (5) The reactants are [NH2:1][C:2]1[C:3]([CH3:13])=[C:4]([CH:9]=[C:10]([Br:12])[CH:11]=1)[C:5]([O:7][CH3:8])=[O:6].[C:14]([OH:17])(=O)[CH3:15].C(O[BH-](O[C:28](=O)[CH3:29])OC(=O)C)(=O)C.[Na+].[C:32](=O)(O)[O-].[Na+]. The catalyst is ClC(Cl)C. The product is [Br:12][C:10]1[CH:11]=[C:2]([NH:1][CH:32]2[CH2:15][CH2:14][O:17][CH2:29][CH2:28]2)[C:3]([CH3:13])=[C:4]([CH:9]=1)[C:5]([O:7][CH3:8])=[O:6]. The yield is 0.690. (6) The reactants are [CH3:1][O:2][CH2:3][CH2:4][O:5][C:6]1[CH:7]=[C:8]2[C:12](=[C:13]([N+:15]([O-:17])=[O:16])[CH:14]=1)[NH:11][C:10]([C:18]([OH:20])=O)=[CH:9]2.[CH2:21]([S:28][CH:29]([CH:32]([O:35][CH3:36])[O:33][CH3:34])[CH2:30][NH2:31])[C:22]1[CH:27]=[CH:26][CH:25]=[CH:24][CH:23]=1.N1(O)C2C=CC=CC=2N=N1.Cl.CN(C)CCCN=C=NCC. The catalyst is CCCCCC.C(OCC)(=O)C.CN(C)C=O. The product is [CH2:21]([S:28][CH:29]([CH:32]([O:33][CH3:34])[O:35][CH3:36])[CH2:30][NH:31][C:18]([C:10]1[NH:11][C:12]2[C:8]([CH:9]=1)=[CH:7][C:6]([O:5][CH2:4][CH2:3][O:2][CH3:1])=[CH:14][C:13]=2[N+:15]([O-:17])=[O:16])=[O:20])[C:22]1[CH:27]=[CH:26][CH:25]=[CH:24][CH:23]=1. The yield is 0.970.